This data is from Forward reaction prediction with 1.9M reactions from USPTO patents (1976-2016). The task is: Predict the product of the given reaction. (1) Given the reactants [Li]CCCC.Br[C:7]1[S:8][CH:9]=[CH:10][N:11]=1.[C:12]([N:19]1[CH2:24][CH2:23][C:22](=[O:25])[CH2:21][CH2:20]1)([O:14][C:15]([CH3:18])([CH3:17])[CH3:16])=[O:13], predict the reaction product. The product is: [C:15]([O:14][C:12]([N:19]1[CH2:24][CH2:23][C:22]([OH:25])([C:7]2[S:8][CH:9]=[CH:10][N:11]=2)[CH2:21][CH2:20]1)=[O:13])([CH3:18])([CH3:16])[CH3:17]. (2) Given the reactants [Cl:1][C:2]1[C:3]([CH:29]([C:31]2[CH:36]=[CH:35][CH:34]=[C:33]([O:37][CH3:38])[C:32]=2[O:39][CH3:40])[OH:30])=[C:4]([N:8]([CH2:18][C:19]2[CH:24]=[CH:23][C:22]([O:25][CH3:26])=[CH:21][C:20]=2[O:27][CH3:28])[C:9](=[O:17])/[CH:10]=[CH:11]/[C:12]([O:14][CH2:15][CH3:16])=[O:13])[CH:5]=[CH:6][CH:7]=1.C(=O)([O-])[O-].[K+].[K+], predict the reaction product. The product is: [Cl:1][C:2]1[C:3]2[C@@H:29]([C:31]3[CH:36]=[CH:35][CH:34]=[C:33]([O:37][CH3:38])[C:32]=3[O:39][CH3:40])[O:30][C@H:10]([CH2:11][C:12]([O:14][CH2:15][CH3:16])=[O:13])[C:9](=[O:17])[N:8]([CH2:18][C:19]3[CH:24]=[CH:23][C:22]([O:25][CH3:26])=[CH:21][C:20]=3[O:27][CH3:28])[C:4]=2[CH:5]=[CH:6][CH:7]=1. (3) The product is: [CH2:3]([O:5][C:6]([C:8]1[CH:17]=[CH:16][C:15]2[C:10](=[CH:11][CH:12]=[C:13]([C:18]3[C:26]4[C:21](=[CH:22][CH:23]=[C:24]([C:27]5[NH:41][N:40]=[C:38]([CH2:37][N:32]6[CH2:36][CH2:35][CH2:34][CH2:33]6)[N:28]=5)[CH:25]=4)[NH:20][N:19]=3)[CH:14]=2)[CH:9]=1)=[O:7])[CH3:4]. Given the reactants Cl.Cl.[CH2:3]([O:5][C:6]([C:8]1[CH:17]=[CH:16][C:15]2[C:10](=[CH:11][CH:12]=[C:13]([C:18]3[C:26]4[C:21](=[CH:22][CH:23]=[C:24]([C:27](OCC)=[NH:28])[CH:25]=4)[NH:20][N:19]=3)[CH:14]=2)[CH:9]=1)=[O:7])[CH3:4].[N:32]1([CH2:37][C:38]([NH:40][NH2:41])=O)[CH2:36][CH2:35][CH2:34][CH2:33]1.C(N(CC)CC)C, predict the reaction product.